From a dataset of Catalyst prediction with 721,799 reactions and 888 catalyst types from USPTO. Predict which catalyst facilitates the given reaction. (1) Reactant: [N+:1]([C:4]1[CH:5]=[C:6]2[C:10](=[CH:11][CH:12]=1)[NH:9][CH:8]=[CH:7]2)([O-:3])=[O:2].N1CCCC1.[C:18]([N:25]1[CH2:30][CH2:29][C:28](=O)[CH2:27][CH2:26]1)([O:20][C:21]([CH3:24])([CH3:23])[CH3:22])=[O:19]. Product: [N+:1]([C:4]1[CH:5]=[C:6]2[C:10](=[CH:11][CH:12]=1)[NH:9][CH:8]=[C:7]2[C:28]1[CH2:29][CH2:30][N:25]([C:18]([O:20][C:21]([CH3:24])([CH3:23])[CH3:22])=[O:19])[CH2:26][CH:27]=1)([O-:3])=[O:2]. The catalyst class is: 8. (2) Product: [O:29]=[S:28]1(=[O:30])[CH2:31][CH2:32][N:1]([C@@H:2]2[CH2:7][CH2:6][C@H:5]([N:8]3[C:12]4[N:13]=[CH:14][N:15]=[C:16]([NH2:17])[C:11]=4[C:10]([I:18])=[CH:9]3)[CH2:4][CH2:3]2)[CH2:27][CH2:26]1. Reactant: [NH2:1][C@@H:2]1[CH2:7][CH2:6][C@H:5]([N:8]2[C:12]3[N:13]=[CH:14][N:15]=[C:16]([NH2:17])[C:11]=3[C:10]([I:18])=[CH:9]2)[CH2:4][CH2:3]1.C(N(CC)CC)C.[CH:26]([S:28]([CH:31]=[CH2:32])(=[O:30])=[O:29])=[CH2:27]. The catalyst class is: 8. (3) Reactant: [Br:1][C:2]1[CH:3]=[C:4]([C:8]2(O)[CH2:14][CH2:13][CH2:12][CH2:11][CH2:10][CH2:9]2)[CH:5]=[CH:6][CH:7]=1.O.Cl. Product: [Br:1][C:2]1[CH:3]=[C:4]([C:8]2[CH2:14][CH2:13][CH2:12][CH2:11][CH2:10][CH:9]=2)[CH:5]=[CH:6][CH:7]=1. The catalyst class is: 52. (4) Reactant: Cl.[NH2:2][C@H:3]1[CH2:6][C@H:5]([N:7]2[C:11]3=[N:12][CH:13]=[CH:14][CH:15]=[C:10]3[N:9]([CH:16]3[CH2:18][CH2:17]3)[C:8]2=[O:19])[CH2:4]1.CCN(C(C)C)C(C)C.Cl[C:30]1[N:39]=[CH:38][C:37]2[C:32](=[CH:33][CH:34]=[CH:35][CH:36]=2)[N:31]=1. Product: [CH:16]1([N:9]2[C:10]3[C:11](=[N:12][CH:13]=[CH:14][CH:15]=3)[N:7]([C@H:5]3[CH2:6][C@H:3]([NH:2][C:30]4[N:39]=[CH:38][C:37]5[C:32](=[CH:33][CH:34]=[CH:35][CH:36]=5)[N:31]=4)[CH2:4]3)[C:8]2=[O:19])[CH2:17][CH2:18]1. The catalyst class is: 197. (5) Reactant: C(OC([N:8]1[CH2:12][CH2:11][C@H:10]([O:13][C:14]2[C:15]3[CH2:23][N:22]([C:24]4[CH:25]=[N:26][C:27]([O:34][CH3:35])=[C:28]([C:30]([F:33])([F:32])[F:31])[CH:29]=4)[CH2:21][CH2:20][C:16]=3[N:17]=[CH:18][N:19]=2)[CH2:9]1)=O)(C)(C)C.[ClH:36].C(OCC)C. Product: [ClH:36].[ClH:36].[CH3:35][O:34][C:27]1[N:26]=[CH:25][C:24]([N:22]2[CH2:21][CH2:20][C:16]3[N:17]=[CH:18][N:19]=[C:14]([O:13][C@H:10]4[CH2:11][CH2:12][NH:8][CH2:9]4)[C:15]=3[CH2:23]2)=[CH:29][C:28]=1[C:30]([F:33])([F:31])[F:32]. The catalyst class is: 2. (6) Reactant: [F:1][C:2]([F:15])([F:14])[C:3]1[CH:8]=[CH:7][C:6]([CH:9]=[CH:10][C:11](=[S:13])[NH2:12])=[CH:5][CH:4]=1.[Cl:16][CH2:17][C:18]([CH2:20]Cl)=[O:19]. Product: [ClH:16].[Cl:16][CH2:17][C:18](=[O:19])[CH2:20][S:13][C:11](=[NH:12])[CH:10]=[CH:9][C:6]1[CH:7]=[CH:8][C:3]([C:2]([F:1])([F:14])[F:15])=[CH:4][CH:5]=1. The catalyst class is: 21. (7) Reactant: [CH3:1][O:2][C:3]1[CH:4]=[C:5]2[C:9](=[CH:10][CH:11]=1)[NH:8][C:7](=[O:12])[CH2:6]2.[NH:13]1[CH:17]=[CH:16][CH:15]=[C:14]1[CH:18]=O.N1CCCCC1. Product: [CH3:1][O:2][C:3]1[CH:4]=[C:5]2[C:9](=[CH:10][CH:11]=1)[NH:8][C:7](=[O:12])[CH2:6]2.[CH3:1][O:2][C:3]1[CH:4]=[C:5]2[C:9](=[CH:10][CH:11]=1)[NH:8][C:7](=[O:12])[C:6]2=[CH:18][C:14]1[NH:13][CH:17]=[CH:16][CH:15]=1. The catalyst class is: 8.